Dataset: Forward reaction prediction with 1.9M reactions from USPTO patents (1976-2016). Task: Predict the product of the given reaction. (1) The product is: [CH3:30][N:27]1[CH:28]=[CH:29][C:25]([NH:24][C:23]([C:14]2[CH:13]=[C:12]([O:11][C:8]3[CH:7]=[N:6][C:5]([C:3]([N:32]4[CH2:35][CH2:34][CH2:33]4)=[O:4])=[CH:10][N:9]=3)[C:17]3[CH2:18][C:19]([CH3:22])([CH3:21])[O:20][C:16]=3[CH:15]=2)=[O:31])=[N:26]1. Given the reactants CO[C:3]([C:5]1[CH:10]=[N:9][C:8]([O:11][C:12]2[C:17]3[CH2:18][C:19]([CH3:22])([CH3:21])[O:20][C:16]=3[CH:15]=[C:14]([C:23](=[O:31])[NH:24][C:25]3[CH:29]=[CH:28][N:27]([CH3:30])[N:26]=3)[CH:13]=2)=[CH:7][N:6]=1)=[O:4].[NH:32]1[CH2:35][CH2:34][CH2:33]1, predict the reaction product. (2) Given the reactants P([O-])([O-])([O-])=O.[K+].[K+].[K+].[C:9]([CH2:11][C:12]([O:14][CH2:15][CH3:16])=[O:13])#[N:10].[O:17]([C:24]1[CH:31]=[CH:30][C:27]([CH:28]=O)=[CH:26][CH:25]=1)[C:18]1[CH:23]=[CH:22][CH:21]=[CH:20][CH:19]=1, predict the reaction product. The product is: [C:9](/[C:11](=[CH:28]\[C:27]1[CH:30]=[CH:31][C:24]([O:17][C:18]2[CH:19]=[CH:20][CH:21]=[CH:22][CH:23]=2)=[CH:25][CH:26]=1)/[C:12]([O:14][CH2:15][CH3:16])=[O:13])#[N:10].